Dataset: Forward reaction prediction with 1.9M reactions from USPTO patents (1976-2016). Task: Predict the product of the given reaction. (1) Given the reactants [Cl:1][C:2]1[CH:7]=[CH:6][CH:5]=[CH:4][C:3]=1[C:8]1[O:12][N:11]=[CH:10][C:9]=1[C:13]([OH:15])=O.CN(C(ON1N=NC2C=CC=CC1=2)=[N+](C)C)C.[B-](F)(F)(F)F.Cl.[NH:39]1[CH2:44][CH2:43][CH2:42][C@H:41]([C:45]([OH:48])([CH3:47])[CH3:46])[CH2:40]1.CCN(CC)CC, predict the reaction product. The product is: [Cl:1][C:2]1[CH:7]=[CH:6][CH:5]=[CH:4][C:3]=1[C:8]1[O:12][N:11]=[CH:10][C:9]=1[C:13]([N:39]1[CH2:44][CH2:43][CH2:42][C@H:41]([C:45]([OH:48])([CH3:47])[CH3:46])[CH2:40]1)=[O:15]. (2) Given the reactants [NH2:1][C:2]1[C:11]2[C:6](=[CH:7][CH:8]=[C:9]([C:12]3[S:16][C:15]([CH2:17][NH:18][C:19]4[C:24]([C:25]([NH:27][CH2:28][C:29]5[CH:34]=[CH:33][C:32]([F:35])=[C:31]([F:36])[CH:30]=5)=[O:26])=[CH:23][C:22](Br)=[CH:21][N:20]=4)=[CH:14][CH:13]=3)[CH:10]=2)[N:5]=[CH:4][N:3]=1.C(#N)C.[CH3:41][Si:42]([C:45]#[CH:46])([CH3:44])[CH3:43].C(N(CC)CC)C, predict the reaction product. The product is: [NH2:1][C:2]1[C:11]2[C:6](=[CH:7][CH:8]=[C:9]([C:12]3[S:16][C:15]([CH2:17][NH:18][C:19]4[N:20]=[CH:21][C:22]([C:46]#[C:45][Si:42]([CH3:44])([CH3:43])[CH3:41])=[CH:23][C:24]=4[C:25]([NH:27][CH2:28][C:29]4[CH:34]=[CH:33][C:32]([F:35])=[C:31]([F:36])[CH:30]=4)=[O:26])=[CH:14][CH:13]=3)[CH:10]=2)[N:5]=[CH:4][N:3]=1. (3) Given the reactants Cl.Cl.[NH2:3][CH2:4][C@@:5]1([OH:13])[CH:10]2[CH2:11][CH2:12][N:7]([CH2:8][CH2:9]2)[CH2:6]1.[N:14]1([C:19]2[N:24]=[CH:23][N:22]=[C:21]([N:25]=[C:26](SC)SC)[CH:20]=2)[CH:18]=[CH:17][CH:16]=[N:15]1.C(=O)([O-])[O-:32].[Cs+].[Cs+], predict the reaction product. The product is: [CH3:5][OH:13].[NH4+:3].[OH-:32].[N:14]1([C:19]2[N:24]=[CH:23][N:22]=[C:21]([NH:25][C:26]3[O:13][C@:5]4([CH2:4][N:3]=3)[CH:10]3[CH2:9][CH2:8][N:7]([CH2:12][CH2:11]3)[CH2:6]4)[CH:20]=2)[CH:18]=[CH:17][CH:16]=[N:15]1. (4) Given the reactants FC(F)(F)C(O)=O.FC(F)(F)C(O)=O.FC(F)(F)C(O)=O.[CH3:22][C:23]1[CH:32]=[C:31]([CH2:33][O:34][C:35]2[CH:59]=[CH:58][C:38]([C:39]([NH:41][CH2:42][C:43]3([N:52]4[CH2:57][CH2:56][NH:55][CH2:54][CH2:53]4)[C:48](=[O:49])[NH:47][C:46](=[O:50])[NH:45][C:44]3=[O:51])=[O:40])=[CH:37][CH:36]=2)[C:30]2[C:25](=[CH:26][CH:27]=[CH:28][CH:29]=2)[N:24]=1.[N:60]1[CH:65]=[CH:64][CH:63]=[C:62]([CH:66]=O)[CH:61]=1, predict the reaction product. The product is: [CH3:22][C:23]1[CH:32]=[C:31]([CH2:33][O:34][C:35]2[CH:36]=[CH:37][C:38]([C:39]([NH:41][CH2:42][C:43]3([N:52]4[CH2:53][CH2:54][N:55]([CH2:66][C:62]5[CH:61]=[N:60][CH:65]=[CH:64][CH:63]=5)[CH2:56][CH2:57]4)[C:44](=[O:51])[NH:45][C:46](=[O:50])[NH:47][C:48]3=[O:49])=[O:40])=[CH:58][CH:59]=2)[C:30]2[C:25](=[CH:26][CH:27]=[CH:28][CH:29]=2)[N:24]=1. (5) Given the reactants [H-].[Na+].[CH2:3]([O:5][C:6](=[O:12])[CH2:7][S:8]([CH3:11])(=[O:10])=[O:9])[CH3:4].[CH2:13]([O:20][C:21]1[CH:26]=[CH:25][C:24]([CH2:27][CH2:28]I)=[CH:23][CH:22]=1)[C:14]1[CH:19]=[CH:18][CH:17]=[CH:16][CH:15]=1, predict the reaction product. The product is: [CH2:13]([O:20][C:21]1[CH:22]=[CH:23][C:24]([CH2:27][CH2:28][CH:7]([S:8]([CH3:11])(=[O:10])=[O:9])[C:6]([O:5][CH2:3][CH3:4])=[O:12])=[CH:25][CH:26]=1)[C:14]1[CH:15]=[CH:16][CH:17]=[CH:18][CH:19]=1.